The task is: Predict which catalyst facilitates the given reaction.. This data is from Catalyst prediction with 721,799 reactions and 888 catalyst types from USPTO. Reactant: [F:1][C:2]([F:20])([F:19])[O:3][C:4]1[CH:9]=[C:8]([N:10]=NC2C=CC=CC=2)[CH:7]=[CH:6][C:5]=1[OH:18]. Product: [NH2:10][C:8]1[CH:7]=[CH:6][C:5]([OH:18])=[C:4]([O:3][C:2]([F:1])([F:19])[F:20])[CH:9]=1. The catalyst class is: 29.